Dataset: Catalyst prediction with 721,799 reactions and 888 catalyst types from USPTO. Task: Predict which catalyst facilitates the given reaction. (1) Reactant: [F:1][C:2]1[CH:3]=[C:4]([C:34]2[CH:39]=[CH:38][CH:37]=[CH:36][C:35]=2[C:40]2[NH:44][C:43](=[O:45])[O:42][N:41]=2)[CH:5]=[CH:6][C:7]=1[CH2:8][C:9]1[C:10](=[O:33])[N:11]([C:19]2[CH:24]=[CH:23][C:22]([O:25][CH:26]3[CH2:31][CH2:30][CH:29]([OH:32])[CH2:28][CH2:27]3)=[CH:21][CH:20]=2)[C:12]([CH3:18])=[N:13][C:14]=1[CH2:15][CH2:16][CH3:17].CC(OI1(OC(C)=O)(OC(C)=O)OC(=O)C2C1=CC=CC=2)=O.C(OCC)(=O)C.S([O-])([O-])(=O)=S.[Na+].[Na+]. The catalyst class is: 34. Product: [F:1][C:2]1[CH:3]=[C:4]([C:34]2[CH:39]=[CH:38][CH:37]=[CH:36][C:35]=2[C:40]2[NH:44][C:43](=[O:45])[O:42][N:41]=2)[CH:5]=[CH:6][C:7]=1[CH2:8][C:9]1[C:10](=[O:33])[N:11]([C:19]2[CH:20]=[CH:21][C:22]([O:25][CH:26]3[CH2:31][CH2:30][C:29](=[O:32])[CH2:28][CH2:27]3)=[CH:23][CH:24]=2)[C:12]([CH3:18])=[N:13][C:14]=1[CH2:15][CH2:16][CH3:17]. (2) Reactant: [C:1]([O:5][C:6]([N:8]1[CH2:12][CH2:11][CH2:10][CH:9]1[C:13]1[NH:14][C:15]([C:18]2[CH:23]=[CH:22][C:21]([Cl:24])=[CH:20][C:19]=2[CH:25]=O)=[CH:16][N:17]=1)=[O:7])([CH3:4])([CH3:3])[CH3:2].NO.[NH:29]1C=CN=C1.CN(C=O)C. Product: [C:1]([O:5][C:6]([N:8]1[CH2:12][CH2:11][CH2:10][CH:9]1[C:13]1[NH:14][C:15]([C:18]2[CH:23]=[CH:22][C:21]([Cl:24])=[CH:20][C:19]=2[C:25]#[N:29])=[CH:16][N:17]=1)=[O:7])([CH3:4])([CH3:3])[CH3:2]. The catalyst class is: 653.